This data is from Full USPTO retrosynthesis dataset with 1.9M reactions from patents (1976-2016). The task is: Predict the reactants needed to synthesize the given product. (1) Given the product [Cl:1][C:2]1[C:11]2[C:6](=[CH:7][C:8]([O:14][CH2:16][CH2:17][CH2:18][C:19]([O:21][CH2:22][CH3:23])=[O:20])=[C:9]([O:12][CH3:13])[CH:10]=2)[N:5]=[CH:4][N:3]=1, predict the reactants needed to synthesize it. The reactants are: [Cl:1][C:2]1[C:11]2[C:6](=[CH:7][C:8]([OH:14])=[C:9]([O:12][CH3:13])[CH:10]=2)[N:5]=[CH:4][N:3]=1.Br[CH2:16][CH2:17][CH2:18][C:19]([O:21][CH2:22][CH3:23])=[O:20].C(=O)([O-])[O-].[K+].[K+]. (2) Given the product [CH3:1][O:2][C:3]1[CH:4]=[C:5]([CH2:11][CH2:12][NH:13][C:14](=[O:25])[C:15]([C:18]2[CH:23]=[CH:22][C:21]([Cl:24])=[CH:20][CH:19]=2)=[CH:16][O:17][CH2:34][F:35])[CH:6]=[CH:7][C:8]=1[O:9][CH3:10], predict the reactants needed to synthesize it. The reactants are: [CH3:1][O:2][C:3]1[CH:4]=[C:5]([CH2:11][CH2:12][NH:13][C:14](=[O:25])[C:15]([C:18]2[CH:23]=[CH:22][C:21]([Cl:24])=[CH:20][CH:19]=2)=[CH:16][OH:17])[CH:6]=[CH:7][C:8]=1[O:9][CH3:10].[H-].[Na+].CN(C)C=O.Br[CH2:34][F:35]. (3) Given the product [CH3:52][C@@H:53]1[O:58][C@@H:57]([O:59][C@@H:60]2[C:65]3=[C:66]([OH:83])[C:67]4[C:79](=[O:80])[C:78]5[C:73](=[CH:74][CH:75]=[CH:76][C:77]=5[O:81][CH3:82])[C:71](=[O:72])[C:68]=4[C:69]([OH:70])=[C:64]3[CH2:63][C@@:62]([OH:88])([C:84]([CH2:86][OH:87])=[O:85])[CH2:61]2)[CH2:56][C@H:55]([NH2:89])[C@@H:54]1[OH:90].[ClH:95], predict the reactants needed to synthesize it. The reactants are: CCCCCCCCCCCCCCCCCC(OCC(OC(CCCCCCCCCCCCCCCCC)=O)COP(OCCN)(O)=O)=O.[CH3:52][C@@H:53]1[O:58][C@@H:57]([O:59][C@@H:60]2[C:65]3=[C:66]([OH:83])[C:67]4[C:79](=[O:80])[C:78]5[C:73](=[CH:74][CH:75]=[CH:76][C:77]=5[O:81][CH3:82])[C:71](=[O:72])[C:68]=4[C:69]([OH:70])=[C:64]3[CH2:63][C@@:62]([OH:88])([C:84]([CH2:86][OH:87])=[O:85])[CH2:61]2)[CH2:56][C@H:55]([NH2:89])[C@@H:54]1[OH:90].C(O)C.C(Cl)(Cl)[Cl:95]. (4) Given the product [N+:1]([C:4]1[CH:9]=[C:8]([CH2:10][OH:11])[CH:7]=[CH:6][C:5]=1[C:13]1[CH:14]=[CH:15][CH:16]=[CH:17][CH:18]=1)([O-:3])=[O:2], predict the reactants needed to synthesize it. The reactants are: [N+:1]([C:4]1[CH:9]=[C:8]([C:10](O)=[O:11])[CH:7]=[CH:6][C:5]=1[C:13]1[CH:18]=[CH:17][CH:16]=[CH:15][CH:14]=1)([O-:3])=[O:2].C(Cl)(=O)OCC.B.[Na].Cl. (5) Given the product [F:1][C:2]1[C:3]([N+:9]([O-:11])=[O:10])=[C:4]([O:8][S:18]([C:21]([F:24])([F:23])[F:22])(=[O:20])=[O:19])[CH:5]=[CH:6][CH:7]=1, predict the reactants needed to synthesize it. The reactants are: [F:1][C:2]1[C:3]([N+:9]([O-:11])=[O:10])=[C:4]([OH:8])[CH:5]=[CH:6][CH:7]=1.N1C=CC=CC=1.[S:18](O[S:18]([C:21]([F:24])([F:23])[F:22])(=[O:20])=[O:19])([C:21]([F:24])([F:23])[F:22])(=[O:20])=[O:19]. (6) Given the product [ClH:1].[NH2:48][CH2:47][C@H:44]1[CH2:45][CH2:46][C@H:41]([C:39]([NH:38][C@H:13]([C:12]([NH:11][C:7]2[CH:6]=[C:5]3[C:10]([C:2]([Cl:1])=[N:3][NH:4]3)=[CH:9][CH:8]=2)=[O:56])[CH2:14][C:15]2[CH:16]=[CH:17][C:18]([C:21]3[CH:26]=[CH:25][C:24]([C:27]([NH:28][C@H:29]4[CH2:34][CH2:33][CH2:32][NH:31][C:30]4=[O:35])=[O:36])=[CH:23][C:22]=3[CH3:37])=[CH:19][CH:20]=2)=[O:40])[CH2:42][CH2:43]1, predict the reactants needed to synthesize it. The reactants are: [Cl:1][C:2]1[C:10]2[C:5](=[CH:6][C:7]([NH:11][C:12](=[O:56])[C@@H:13]([NH:38][C:39]([C@H:41]3[CH2:46][CH2:45][C@H:44]([CH2:47][NH:48]C(=O)OC(C)(C)C)[CH2:43][CH2:42]3)=[O:40])[CH2:14][C:15]3[CH:20]=[CH:19][C:18]([C:21]4[CH:26]=[CH:25][C:24]([C:27](=[O:36])[NH:28][C@H:29]5[CH2:34][CH2:33][CH2:32][NH:31][C:30]5=[O:35])=[CH:23][C:22]=4[CH3:37])=[CH:17][CH:16]=3)=[CH:8][CH:9]=2)[NH:4][N:3]=1.Cl.C(#N)C. (7) Given the product [C:1]([O:5][C:6]([NH:8][CH2:9][C:10]([NH:12][CH:13]([CH:14]1[CH2:15][CH2:25][CH2:24][CH2:17][CH2:16]1)[C:18]([O:20][CH3:21])=[O:19])=[O:11])=[O:7])([CH3:2])([CH3:3])[CH3:4], predict the reactants needed to synthesize it. The reactants are: [C:1]([O:5][C:6]([NH:8][CH2:9][C:10]([NH:12][C@H:13]([C:18]([O:20][CH3:21])=[O:19])[C@H:14]([CH2:16][CH3:17])[CH3:15])=[O:11])=[O:7])([CH3:4])([CH3:3])[CH3:2].Cl.N[CH:24](C1CCCCC1)[C:25](OC)=O. (8) Given the product [F:19][C:20]1[CH:21]=[C:22]([C:27]([CH3:36])([CH3:35])[C:28]([O:30][C:31]([CH3:34])([CH3:33])[CH3:32])=[O:29])[CH:23]=[C:24]([F:26])[C:25]=1[B:5]1[O:6][C:7]([CH3:12])([CH3:13])[C:8]([CH3:10])([CH3:11])[O:9]1, predict the reactants needed to synthesize it. The reactants are: C(O[B:5]1[O:9][C:8]([CH3:11])([CH3:10])[C:7]([CH3:13])([CH3:12])[O:6]1)(C)C.C([Li])CCC.[F:19][C:20]1[CH:21]=[C:22]([C:27]([CH3:36])([CH3:35])[C:28]([O:30][C:31]([CH3:34])([CH3:33])[CH3:32])=[O:29])[CH:23]=[C:24]([F:26])[CH:25]=1. (9) Given the product [C:1]([O:5][C:6]([NH:8][CH2:9][CH2:10][CH2:11][CH:12]([C:13]([O:15][CH3:16])=[O:14])[C:17]([OH:19])=[O:18])=[O:7])([CH3:4])([CH3:3])[CH3:2], predict the reactants needed to synthesize it. The reactants are: [C:1]([O:5][C:6]([NH:8][CH2:9][CH2:10][CH2:11][CH:12]([C:17]([O:19]C)=[O:18])[C:13]([O:15][CH3:16])=[O:14])=[O:7])([CH3:4])([CH3:3])[CH3:2].O.[OH-].[Li+].